Dataset: Full USPTO retrosynthesis dataset with 1.9M reactions from patents (1976-2016). Task: Predict the reactants needed to synthesize the given product. (1) The reactants are: C([O-])(=[O:3])C.[NH4+].Cl[C:7]1[C:16]([C:17]#[N:18])=[C:15]([Cl:19])[C:14]2[C:9](=[N:10][CH:11]=[CH:12][CH:13]=2)[N:8]=1. Given the product [Cl:19][C:15]1[C:14]2[C:9](=[N:10][CH:11]=[CH:12][CH:13]=2)[NH:8][C:7](=[O:3])[C:16]=1[C:17]#[N:18], predict the reactants needed to synthesize it. (2) Given the product [Br:1][C:2]1[CH:3]=[C:4]([OH:19])[CH:5]=[C:6]([C:8]([CH3:11])([CH3:10])[CH3:9])[CH:7]=1, predict the reactants needed to synthesize it. The reactants are: [Br:1][C:2]1[CH:7]=[C:6]([C:8]([CH3:11])([CH3:10])[CH3:9])[CH:5]=[C:4](Br)[CH:3]=1.C([Li])CCC.C[O:19]B(OC)OC.CC(O)=O.OO. (3) Given the product [S:1]1[C:5]2[CH:6]=[CH:7][C:8]([CH2:10][CH2:11][O:12][CH2:13][CH2:14][C:15]([N:28]3[CH2:29][CH:26]([OH:25])[CH2:27]3)=[O:17])=[CH:9][C:4]=2[CH:3]=[CH:2]1, predict the reactants needed to synthesize it. The reactants are: [S:1]1[C:5]2[CH:6]=[CH:7][C:8]([CH2:10][CH2:11][O:12][CH2:13][CH2:14][C:15]([OH:17])=O)=[CH:9][C:4]=2[CH:3]=[CH:2]1.C(Cl)(=O)C(Cl)=O.Cl.[OH:25][CH:26]1[CH2:29][NH:28][CH2:27]1.[OH-].[Na+].[Cl-].[Na+].Cl. (4) Given the product [N+:13]([C:6]1[CH:5]=[CH:4][C:3]([CH2:2][N:22]2[CH2:27][CH2:26][CH2:25][CH2:24][CH2:23]2)=[CH:12][C:7]=1[C:8]([O:10][CH3:11])=[O:9])([O-:15])=[O:14], predict the reactants needed to synthesize it. The reactants are: Br[CH2:2][C:3]1[CH:4]=[CH:5][C:6]([N+:13]([O-:15])=[O:14])=[C:7]([CH:12]=1)[C:8]([O:10][CH3:11])=[O:9].C(=O)([O-])[O-].[K+].[K+].[NH:22]1[CH2:27][CH2:26][CH2:25][CH2:24][CH2:23]1. (5) Given the product [CH2:15]([O:17][C:18]1[CH:19]=[C:20]([C:27]2[C@@H:36]3[C@@H:31]([CH2:32][CH:33]=[CH:34][CH2:35]3)[C:30](=[O:37])[N:29]([C:38]3[CH:39]=[CH:40][C:41]([C:44]([N:11]4[CH2:10][CH2:9][N:8]([C:6]([C:2]5[O:1][CH:5]=[CH:4][CH:3]=5)=[O:7])[CH2:13][CH2:12]4)=[O:45])=[CH:42][CH:43]=3)[N:28]=2)[CH:21]=[CH:22][C:23]=1[O:24][CH2:25][CH3:26])[CH3:16], predict the reactants needed to synthesize it. The reactants are: [O:1]1[CH:5]=[CH:4][CH:3]=[C:2]1[C:6]([N:8]1[CH2:13][CH2:12][NH:11][CH2:10][CH2:9]1)=[O:7].Cl.[CH2:15]([O:17][C:18]1[CH:19]=[C:20]([C:27]2[C@@H:36]3[C@@H:31]([CH2:32][CH:33]=[CH:34][CH2:35]3)[C:30](=[O:37])[N:29]([C:38]3[CH:43]=[CH:42][C:41]([C:44](N4CCN(C5C=CC=CC=5)CC4)=[O:45])=[CH:40][CH:39]=3)[N:28]=2)[CH:21]=[CH:22][C:23]=1[O:24][CH2:25][CH3:26])[CH3:16]. (6) Given the product [F:19][C:20]1[CH:27]=[CH:26][C:23]([CH2:24][CH:13]2[CH2:14][CH2:15][NH:11][C:12]2=[O:16])=[CH:22][CH:21]=1, predict the reactants needed to synthesize it. The reactants are: CC(C)([O-])C.[K+].FC(F)(F)C([N:11]1[CH2:15][CH2:14][CH2:13][C:12]1=[O:16])=O.[F:19][C:20]1[CH:27]=[CH:26][C:23]([CH:24]=O)=[CH:22][CH:21]=1. (7) Given the product [F:11][C:8]1[CH:9]=[CH:10][C:5]([C:3]([C:2]2[N:14]3[N:15]=[CH:16][CH:17]=[CH:18][C:13]3=[CH:12][CH:19]=2)=[O:4])=[CH:6][CH:7]=1, predict the reactants needed to synthesize it. The reactants are: Br[CH2:2][C:3]([C:5]1[CH:10]=[CH:9][C:8]([F:11])=[CH:7][CH:6]=1)=[O:4].[CH3:12][C:13]1[N:14]=[N:15][CH:16]=[CH:17][CH:18]=1.[CH3:19]N(C=O)C.COS(OC)(=O)=O. (8) Given the product [ClH:40].[NH:1]1[CH2:6][CH:5]=[N:4][C:3]2[N:7]([C:10]#[C:11][C:12]3[CH:13]=[C:14]([CH:36]=[CH:37][C:38]=3[CH3:39])[C:15]([NH:17][C:18]3[CH:23]=[CH:22][C:21]([CH2:24][N:25]4[CH2:26][CH2:27][N:28]([CH3:31])[CH2:29][CH2:30]4)=[C:20]([C:32]([F:35])([F:34])[F:33])[CH:19]=3)=[O:16])[CH:8]=[CH:9][C:2]1=2, predict the reactants needed to synthesize it. The reactants are: [NH:1]1[CH2:6][CH:5]=[N:4][C:3]2[N:7]([C:10]#[C:11][C:12]3[CH:13]=[C:14]([CH:36]=[CH:37][C:38]=3[CH3:39])[C:15]([NH:17][C:18]3[CH:23]=[CH:22][C:21]([CH2:24][N:25]4[CH2:30][CH2:29][N:28]([CH3:31])[CH2:27][CH2:26]4)=[C:20]([C:32]([F:35])([F:34])[F:33])[CH:19]=3)=[O:16])[CH:8]=[CH:9][C:2]1=2.[ClH:40].